Predict the reaction yield, written as a fraction of the theoretical maximum amount of product (1.0 means a 100% yield; for example, 0.34 means a 34% yield). From a dataset of Reaction yield outcomes from USPTO patents with 853,638 reactions. (1) The yield is 0.720. The catalyst is C(Cl)(Cl)(Cl)Cl.CC(N=NC(C#N)(C)C)(C#N)C. The reactants are [CH3:1][C:2]1[N:3]=[C:4]([C:7](=[O:9])[CH3:8])[S:5][CH:6]=1.C1C(=O)N([Br:17])C(=O)C1. The product is [Br:17][CH2:1][C:2]1[N:3]=[C:4]([C:7](=[O:9])[CH3:8])[S:5][CH:6]=1. (2) The reactants are O/[N:2]=[CH:3]\[C:4]1[CH:5]=[C:6]([CH:14]=[C:15]([C:17]([F:20])([F:19])[F:18])[CH:16]=1)[C:7]([O:9][C:10]([CH3:13])([CH3:12])[CH3:11])=[O:8].[H][H]. The catalyst is N.CO.[Ni]. The product is [NH2:2][CH2:3][C:4]1[CH:5]=[C:6]([CH:14]=[C:15]([C:17]([F:18])([F:19])[F:20])[CH:16]=1)[C:7]([O:9][C:10]([CH3:13])([CH3:12])[CH3:11])=[O:8]. The yield is 0.661. (3) The yield is 0.320. The product is [CH2:1]([O:8][C:9]1[C:10]([Cl:16])=[C:11]([C:12]([F:15])=[CH:13][CH:14]=1)[CH:24]=[O:25])[C:2]1[CH:3]=[CH:4][CH:5]=[CH:6][CH:7]=1. The catalyst is O1CCCC1.CCCCCC. The reactants are [CH2:1]([O:8][C:9]1[CH:14]=[CH:13][C:12]([F:15])=[CH:11][C:10]=1[Cl:16])[C:2]1[CH:7]=[CH:6][CH:5]=[CH:4][CH:3]=1.C([Li])CCC.CN(C)[CH:24]=[O:25]. (4) The reactants are [Li]CCCC.[S:6]1[CH:10]=[CH:9][C:8]2[CH:11]=[CH:12][CH:13]=[CH:14][C:7]1=2.[Cl:15][CH2:16][CH2:17][CH2:18]I.O. The catalyst is C1COCC1.[Cu]I. The yield is 0.440. The product is [Cl:15][CH2:16][CH2:17][CH2:18][C:10]1[S:6][C:7]2[CH:14]=[CH:13][CH:12]=[CH:11][C:8]=2[CH:9]=1. (5) The reactants are [F:1][C:2]1[CH:7]=[CH:6][CH:5]=[CH:4][C:3]=1[C:8]1[N:12]([S:13]([C:16]2[CH:21]=[CH:20][CH:19]=[C:18]([S:22]([CH3:25])(=[O:24])=[O:23])[CH:17]=2)(=[O:15])=[O:14])[CH:11]=[C:10]([CH:26]=O)[CH:9]=1.CO.[CH3:30][NH2:31].[BH4-].[Na+].[ClH:34].C(=O)([O-])O.[Na+]. The catalyst is CO. The product is [ClH:34].[F:1][C:2]1[CH:7]=[CH:6][CH:5]=[CH:4][C:3]=1[C:8]1[N:12]([S:13]([C:16]2[CH:21]=[CH:20][CH:19]=[C:18]([S:22]([CH3:25])(=[O:24])=[O:23])[CH:17]=2)(=[O:15])=[O:14])[CH:11]=[C:10]([CH2:26][NH:31][CH3:30])[CH:9]=1. The yield is 0.650. (6) The reactants are [CH:1]1([CH2:4][O:5][C:6]2[CH:11]=[CH:10][CH:9]=[C:8]([O:12]CC3C=CC(OC)=CC=3)[C:7]=2[C:22]2[CH:23]=[C:24]([C@@H:33]3[CH2:38][CH2:37][CH2:36][N:35](C(OC(C)(C)C)=O)[CH2:34]3)[C:25]3[CH2:30][O:29][C:28](=[O:31])[NH:27][C:26]=3[N:32]=2)[CH2:3][CH2:2]1.[ClH:46]. The catalyst is O1CCOCC1. The product is [ClH:46].[CH:1]1([CH2:4][O:5][C:6]2[CH:11]=[CH:10][CH:9]=[C:8]([OH:12])[C:7]=2[C:22]2[CH:23]=[C:24]([C@@H:33]3[CH2:38][CH2:37][CH2:36][NH:35][CH2:34]3)[C:25]3[CH2:30][O:29][C:28](=[O:31])[NH:27][C:26]=3[N:32]=2)[CH2:2][CH2:3]1. The yield is 0.710. (7) The reactants are [OH:1][CH2:2][CH2:3][CH2:4][NH:5][C:6]1[CH:13]=[CH:12][C:9]([C:10]#[N:11])=[CH:8][CH:7]=1.C(N(CC)CC)C.[C:21]1([CH3:31])[CH:26]=[CH:25][C:24]([S:27](Cl)(=[O:29])=[O:28])=[CH:23][CH:22]=1. The catalyst is CC#N. The yield is 0.770. The product is [CH3:31][C:21]1[CH:26]=[CH:25][C:24]([S:27]([O:1][CH2:2][CH2:3][CH2:4][NH:5][C:6]2[CH:13]=[CH:12][C:9]([C:10]#[N:11])=[CH:8][CH:7]=2)(=[O:29])=[O:28])=[CH:23][CH:22]=1. (8) The reactants are Br[C:2]1[CH:3]=[CH:4][C:5]([N+:9]([O-:11])=[O:10])=[C:6]([NH2:8])[CH:7]=1.[C:12]1([C:18]#[CH:19])[CH:17]=[CH:16][CH:15]=[CH:14][CH:13]=1. The catalyst is Cl[Pd](Cl)([P](C1C=CC=CC=1)(C1C=CC=CC=1)C1C=CC=CC=1)[P](C1C=CC=CC=1)(C1C=CC=CC=1)C1C=CC=CC=1.[Cu](I)I.C(OCC)(=O)C. The product is [N+:9]([C:5]1[CH:4]=[CH:3][C:2]([C:19]#[C:18][C:12]2[CH:17]=[CH:16][CH:15]=[CH:14][CH:13]=2)=[CH:7][C:6]=1[NH2:8])([O-:11])=[O:10]. The yield is 0.740. (9) The reactants are C[O:2][C:3]([C@@H:5]1[CH2:9][CH2:8][CH2:7][N:6]1[CH2:10][C:11]1[C:12]([NH2:18])=[N:13][CH:14]=[C:15]([Br:17])[CH:16]=1)=O.[H-].[Na+]. The catalyst is CS(C)=O.O. The product is [Br:17][C:15]1[CH:14]=[N:13][C:12]2[NH:18][C:3](=[O:2])[C@H:5]3[N:6]([CH2:7][CH2:8][CH2:9]3)[CH2:10][C:11]=2[CH:16]=1. The yield is 0.840.